From a dataset of Reaction yield outcomes from USPTO patents with 853,638 reactions. Predict the reaction yield, written as a fraction of the theoretical maximum amount of product (1.0 means a 100% yield; for example, 0.34 means a 34% yield). (1) The reactants are [N+:1]([C:4]1[CH:16]=[C:15]([N+:17]([O-:19])=[O:18])[C:14]2[C:13]3[C:8](=[CH:9][CH:10]=[C:11]([N+:23]([O-:25])=[O:24])[C:12]=3[N+:20]([O-:22])=[O:21])[C:7](=[N:26][O:27][CH:28]([CH3:32])[C:29]([OH:31])=[O:30])[C:6]=2[CH:5]=1)([O-:3])=[O:2].[CH3:33][C@@:34]12[C@H:43]3[CH2:44][CH2:45][C@:46]4([CH3:52])[C:50](=[O:51])[CH2:49][CH2:48][C@H:47]4[C@@H:42]3[CH2:41][CH2:40][C@H:39]1[CH2:38][C@@H:37]([OH:53])[CH2:36][CH2:35]2.C1CCC(N=C=NC2CCCCC2)CC1.C1COCC1. The catalyst is CN(C1C=CN=CC=1)C.O.ClCCl. The product is [OH:53][C@H:37]1[CH2:36][CH2:35][C@@:34]2([CH3:33])[C@@H:39]([CH2:40][CH2:41][C@@H:42]3[C@@H:43]2[CH2:44][CH2:45][C@@:46]2([CH3:52])[C@H:47]3[CH2:48][CH2:49][C:50]2=[O:51])[CH2:38]1.[N+:1]([C:4]1[CH:16]=[C:15]([N+:17]([O-:19])=[O:18])[C:14]2[C:13]3[C:8](=[CH:9][CH:10]=[C:11]([N+:23]([O-:25])=[O:24])[C:12]=3[N+:20]([O-:22])=[O:21])[C:7](=[N:26][O:27][CH:28]([CH3:32])[C:29]([O-:31])=[O:30])[C:6]=2[CH:5]=1)([O-:3])=[O:2]. The yield is 0.473. (2) The reactants are [CH2:1]([NH2:5])[CH2:2][CH2:3][CH3:4].[Li][CH2:7][CH2:8][CH2:9][CH3:10].[Cl:11][C:12]1[C:13]([C:18]([O:20]CC)=O)=[N:14][NH:15][C:16]=1[CH3:17]. The catalyst is C1COCC1. The product is [CH2:1]([N:5]([CH2:7][CH2:8][CH2:9][CH3:10])[C:18]([C:13]1[C:12]([Cl:11])=[C:16]([CH3:17])[NH:15][N:14]=1)=[O:20])[CH2:2][CH2:3][CH3:4]. The yield is 0.820.